This data is from Full USPTO retrosynthesis dataset with 1.9M reactions from patents (1976-2016). The task is: Predict the reactants needed to synthesize the given product. (1) Given the product [CH3:1][O:2][C:3]1[CH:8]=[CH:7][N:6]=[C:5]([CH2:9][CH2:10][C:11]2[NH:14][C:15]3=[N:16][CH:17]=[C:18]([I:22])[CH:19]=[C:20]3[N:21]=2)[CH:4]=1, predict the reactants needed to synthesize it. The reactants are: [CH3:1][O:2][C:3]1[CH:8]=[CH:7][N:6]=[C:5]([CH2:9][CH2:10][C:11](O)=O)[CH:4]=1.[NH2:14][C:15]1[C:20]([NH2:21])=[CH:19][C:18]([I:22])=[CH:17][N:16]=1.[OH-].[Na+]. (2) Given the product [NH2:8][C:9]1[CH:18]=[C:17]2[C:12]([CH:13]=[CH:14][CH:15]=[C:16]2[CH:19]2[CH2:20][CH2:21][N:22]([CH3:25])[CH2:23][CH2:24]2)=[CH:11][CH:10]=1, predict the reactants needed to synthesize it. The reactants are: C([N:8](CC1C=CC=CC=1)[C:9]1[CH:18]=[C:17]2[C:12]([CH:13]=[CH:14][CH:15]=[C:16]2[C:19]2[CH2:24][CH2:23][N:22]([CH3:25])[CH2:21][CH:20]=2)=[CH:11][CH:10]=1)C1C=CC=CC=1. (3) Given the product [Cl:1][C:2]1[CH:7]=[CH:6][C:5]([C:8]2[N:13]=[C:12]([C:14]([OH:16])=[O:15])[CH:11]=[N:10][C:9]=2[O:18][C@@H:19]([CH3:24])[C:20]([F:22])([F:21])[F:23])=[CH:4][CH:3]=1, predict the reactants needed to synthesize it. The reactants are: [Cl:1][C:2]1[CH:7]=[CH:6][C:5]([C:8]2[N:13]=[C:12]([C:14]([O:16]C)=[O:15])[CH:11]=[N:10][C:9]=2[O:18][C@@H:19]([CH3:24])[C:20]([F:23])([F:22])[F:21])=[CH:4][CH:3]=1.[Li+].[OH-].O. (4) Given the product [Si:24]([O:23][CH2:22][C:19]1([CH3:21])[S:18][CH2:17][CH2:16][N:15]2[C:11]([C:8]3([C:5]4[CH:6]=[CH:7][C:2]([C:36]5[CH:35]=[N:34][C:33]([O:32][CH3:31])=[CH:38][CH:37]=5)=[CH:3][CH:4]=4)[CH2:10][CH2:9]3)=[N:12][N:13]=[C:14]2[CH2:20]1)([C:27]([CH3:30])([CH3:29])[CH3:28])([CH3:26])[CH3:25], predict the reactants needed to synthesize it. The reactants are: Br[C:2]1[CH:7]=[CH:6][C:5]([C:8]2([C:11]3[N:15]4[CH2:16][CH2:17][S:18][C:19]([CH2:22][O:23][Si:24]([C:27]([CH3:30])([CH3:29])[CH3:28])([CH3:26])[CH3:25])([CH3:21])[CH2:20][C:14]4=[N:13][N:12]=3)[CH2:10][CH2:9]2)=[CH:4][CH:3]=1.[CH3:31][O:32][C:33]1[CH:38]=[CH:37][C:36](B2OC(C)(C)C(C)(C)O2)=[CH:35][N:34]=1.C(=O)([O-])[O-].[K+].[K+].C(=O)([O-])O.[Na+]. (5) Given the product [F:10][C:8]([F:9])([F:11])[CH2:7][N:5]1[N:4]=[N:3][C:2]([NH:1][C:26]([CH:24]2[C:25]3[CH:12]=[CH:13][CH:14]=[CH:15][C:16]=3[O:17][C:18]3[C:23]2=[CH:22][CH:21]=[CH:20][CH:19]=3)=[O:27])=[N:6]1, predict the reactants needed to synthesize it. The reactants are: [NH2:1][C:2]1[N:3]=[N:4][N:5]([CH2:7][C:8]([F:11])([F:10])[F:9])[N:6]=1.[CH:12]1[C:25]2[CH:24]([C:26](Cl)=[O:27])[C:23]3[C:18](=[CH:19][CH:20]=[CH:21][CH:22]=3)[O:17][C:16]=2[CH:15]=[CH:14][CH:13]=1. (6) Given the product [O:17]1[CH2:18][CH2:19][N:14]([S:10]([C:7]2[CH:8]=[CH:9][C:4]([C:1]([OH:3])=[O:2])=[CH:5][CH:6]=2)(=[O:12])=[O:11])[CH2:15][CH2:16]1, predict the reactants needed to synthesize it. The reactants are: [C:1]([C:4]1[CH:9]=[CH:8][C:7]([S:10](Cl)(=[O:12])=[O:11])=[CH:6][CH:5]=1)([OH:3])=[O:2].[NH:14]1[CH2:19][CH2:18][O:17][CH2:16][CH2:15]1. (7) The reactants are: [C:1]([C:5]1[NH:6][C:7]([C:12]2[CH:17]=[CH:16][C:15]([CH3:18])=[CH:14][CH:13]=2)=[C:8]([N:10]=O)[N:9]=1)([CH3:4])([CH3:3])[CH3:2].CO. Given the product [C:1]([C:5]1[NH:6][C:7]([C:12]2[CH:13]=[CH:14][C:15]([CH3:18])=[CH:16][CH:17]=2)=[C:8]([NH2:10])[N:9]=1)([CH3:4])([CH3:3])[CH3:2], predict the reactants needed to synthesize it. (8) Given the product [C:13]([C:16]1[C:24]2[C:19](=[CH:20][CH:21]=[C:22]([Cl:1])[CH:23]=2)[N:18]([CH2:26][C:27]([OH:29])=[O:28])[N:17]=1)(=[O:15])[NH2:14], predict the reactants needed to synthesize it. The reactants are: [Cl:1]C1C=C2C(=CC=1)NN=C2C#N.[C:13]([C:16]1[C:24]2[C:19](=[CH:20][CH:21]=[C:22](F)[CH:23]=2)[N:18]([CH2:26][C:27]([OH:29])=[O:28])[N:17]=1)(=[O:15])[NH2:14].